Dataset: TCR-epitope binding with 47,182 pairs between 192 epitopes and 23,139 TCRs. Task: Binary Classification. Given a T-cell receptor sequence (or CDR3 region) and an epitope sequence, predict whether binding occurs between them. (1) Result: 1 (the TCR binds to the epitope). The TCR CDR3 sequence is CASSQDLNF. The epitope is RQLLFVVEV. (2) The epitope is KLSYGIATV. The TCR CDR3 sequence is CATSSNSLDGGTGELFF. Result: 1 (the TCR binds to the epitope). (3) The epitope is FIAGLIAIV. The TCR CDR3 sequence is CASSYQGNEQFF. Result: 1 (the TCR binds to the epitope). (4) The epitope is YLQPRTFLL. The TCR CDR3 sequence is CAWSVLAGGNTGELFF. Result: 1 (the TCR binds to the epitope).